This data is from Forward reaction prediction with 1.9M reactions from USPTO patents (1976-2016). The task is: Predict the product of the given reaction. (1) Given the reactants [CH3:1][O:2][C:3]1[CH:4]=[C:5]([SH:9])[CH:6]=[CH:7][CH:8]=1.[OH-].[K+].Br.Br[CH2:14][C:15]([C:17]1[CH:18]=[N:19][CH:20]=[CH:21][CH:22]=1)=[O:16], predict the reaction product. The product is: [CH3:1][O:2][C:3]1[CH:4]=[C:5]([S:9][CH2:14][C:15]([C:17]2[CH:18]=[N:19][CH:20]=[CH:21][CH:22]=2)=[O:16])[CH:6]=[CH:7][CH:8]=1. (2) The product is: [N:8]1([C:1]([N:3]2[CH2:4][CH2:31][CH:32]([N:35]3[C:43]4[C:38](=[N:39][CH:40]=[CH:41][CH:42]=4)[NH:37][C:36]3=[O:44])[CH2:6][CH2:7]2)=[O:2])[CH:12]=[CH:11][N:10]=[CH:9]1. Given the reactants [C:1]([N:8]1[CH:12]=[CH:11][N:10]=[CH:9]1)([N:3]1[CH:7]=[CH:6]N=[CH:4]1)=[O:2].C(N(C(C)C)CC)(C)C.O1CCCC1.Cl.Cl.N1CC[CH:32]([N:35]2[C:43]3[C:38](=[N:39][CH:40]=[CH:41][CH:42]=3)[NH:37][C:36]2=[O:44])[CH2:31]C1, predict the reaction product.